From a dataset of Catalyst prediction with 721,799 reactions and 888 catalyst types from USPTO. Predict which catalyst facilitates the given reaction. (1) Product: [C:1]([O:4][CH2:5][C@@H:6]([O:23][S:32]([CH3:31])(=[O:34])=[O:33])[C@@H:7]([NH:15][C:16]([O:18][C:19]([CH3:22])([CH3:21])[CH3:20])=[O:17])[CH2:8][C:9]1[CH:10]=[CH:11][CH:12]=[CH:13][CH:14]=1)(=[O:3])[CH3:2]. Reactant: [C:1]([O:4][CH2:5][CH:6]([OH:23])[C@@H:7]([NH:15][C:16]([O:18][C:19]([CH3:22])([CH3:21])[CH3:20])=[O:17])[CH2:8][C:9]1[CH:14]=[CH:13][CH:12]=[CH:11][CH:10]=1)(=[O:3])[CH3:2].CCN(CC)CC.[CH3:31][S:32](Cl)(=[O:34])=[O:33].O. The catalyst class is: 79. (2) Reactant: [NH2:1][C@H:2]([CH2:19][CH:20]([CH3:22])[CH3:21])[C:3]([NH:5][C:6]1[CH:11]=[CH:10][C:9]([C:12]2[O:16][CH:15]=[N:14][CH:13]=2)=[C:8]([O:17][CH3:18])[CH:7]=1)=[O:4].C(N(CC)C(C)C)(C)C.[CH3:32][S:33](Cl)(=[O:35])=[O:34]. Product: [CH3:18][O:17][C:8]1[CH:7]=[C:6]([NH:5][C:3](=[O:4])[C@H:2]([NH:1][S:33]([CH3:32])(=[O:35])=[O:34])[CH2:19][CH:20]([CH3:22])[CH3:21])[CH:11]=[CH:10][C:9]=1[C:12]1[O:16][CH:15]=[N:14][CH:13]=1. The catalyst class is: 154. (3) Reactant: C(NC(=S)[SH-][C:11]1[C:12](=O)[C:13]2[C:18]([C:19](=O)[CH:20]=1)=[CH:17][CH:16]=[CH:15][CH:14]=2)C1C=CC=CC=1.Cl.[CH2:25]([NH2:32])[C:26]1C=CC=CC=1.CC[N:35]([CH2:38]C)CC.C(=S)=[S:41].C1(=O)C2C(=CC=CC=2)C(=O)C=C1.OS(O)(=O)=O. Product: [NH:35]1[C:13]2[C:18](=[CH:17][CH:16]=[CH:15][CH:14]=2)[C:19]([CH2:20][C:11]2[N:32]=[C:25]([CH3:26])[S:41][CH:12]=2)=[CH:38]1. The catalyst class is: 2.